This data is from NCI-60 drug combinations with 297,098 pairs across 59 cell lines. The task is: Regression. Given two drug SMILES strings and cell line genomic features, predict the synergy score measuring deviation from expected non-interaction effect. (1) Drug 1: CN(C)N=NC1=C(NC=N1)C(=O)N. Drug 2: CNC(=O)C1=NC=CC(=C1)OC2=CC=C(C=C2)NC(=O)NC3=CC(=C(C=C3)Cl)C(F)(F)F. Cell line: M14. Synergy scores: CSS=34.2, Synergy_ZIP=2.25, Synergy_Bliss=1.22, Synergy_Loewe=-29.3, Synergy_HSA=-2.11. (2) Cell line: DU-145. Synergy scores: CSS=40.2, Synergy_ZIP=-3.53, Synergy_Bliss=-2.00, Synergy_Loewe=-7.49, Synergy_HSA=-0.0680. Drug 1: C1C(C(OC1N2C=NC3=C(N=C(N=C32)Cl)N)CO)O. Drug 2: CC1C(C(CC(O1)OC2CC(CC3=C2C(=C4C(=C3O)C(=O)C5=CC=CC=C5C4=O)O)(C(=O)C)O)N)O. (3) Drug 1: C1=CC(=CC=C1CC(C(=O)O)N)N(CCCl)CCCl.Cl. Drug 2: C(CC(=O)O)C(=O)CN.Cl. Cell line: T-47D. Synergy scores: CSS=1.25, Synergy_ZIP=-4.58, Synergy_Bliss=-8.86, Synergy_Loewe=-11.5, Synergy_HSA=-11.5.